Dataset: Full USPTO retrosynthesis dataset with 1.9M reactions from patents (1976-2016). Task: Predict the reactants needed to synthesize the given product. (1) The reactants are: [F:1][C:2]([F:37])([F:36])[C:3]1[CH:4]=[CH:5][C:6]2[O:10][C:9]([S:11][CH2:12][CH2:13][N:14]3[CH2:19][CH2:18][N:17]([CH2:20][C:21]([NH:23][C:24]4[C:25]([S:33][CH3:34])=[N:26][C:27]([CH3:32])=[CH:28][C:29]=4[S:30][CH3:31])=[O:22])[CH2:16][CH2:15]3)=[N:8][C:7]=2[CH:35]=1.[ClH:38].N1C=CC=CC=1. Given the product [ClH:38].[F:36][C:2]([F:1])([F:37])[C:3]1[CH:4]=[CH:5][C:6]2[O:10][C:9]([S:11][CH2:12][CH2:13][N:14]3[CH2:19][CH2:18][N:17]([CH2:20][C:21]([NH:23][C:24]4[C:25]([S:33][CH3:34])=[N:26][C:27]([CH3:32])=[CH:28][C:29]=4[S:30][CH3:31])=[O:22])[CH2:16][CH2:15]3)=[N:8][C:7]=2[CH:35]=1, predict the reactants needed to synthesize it. (2) Given the product [S:21]1[C:25]2[CH:26]=[CH:27][CH:28]=[CH:29][C:24]=2[N:23]=[C:22]1[C:2]1[C:11]([N:12]([CH3:16])[CH:13]([CH3:15])[CH3:14])=[N:10][C:9]2[C:4](=[CH:5][CH:6]=[C:7]([C:17]([O:19][CH3:20])=[O:18])[CH:8]=2)[N:3]=1, predict the reactants needed to synthesize it. The reactants are: Cl[C:2]1[C:11]([N:12]([CH3:16])[CH:13]([CH3:15])[CH3:14])=[N:10][C:9]2[C:4](=[CH:5][CH:6]=[C:7]([C:17]([O:19][CH3:20])=[O:18])[CH:8]=2)[N:3]=1.[S:21]1[C:25]2[CH:26]=[CH:27][CH:28]=[CH:29][C:24]=2[N:23]=[CH:22]1.C(O[K])(C)=O.